Dataset: NCI-60 drug combinations with 297,098 pairs across 59 cell lines. Task: Regression. Given two drug SMILES strings and cell line genomic features, predict the synergy score measuring deviation from expected non-interaction effect. (1) Drug 1: CC12CCC3C(C1CCC2=O)CC(=C)C4=CC(=O)C=CC34C. Drug 2: C1CN1P(=S)(N2CC2)N3CC3. Cell line: M14. Synergy scores: CSS=30.2, Synergy_ZIP=-2.79, Synergy_Bliss=-1.67, Synergy_Loewe=-2.75, Synergy_HSA=-1.16. (2) Drug 1: CC1C(C(CC(O1)OC2CC(CC3=C2C(=C4C(=C3O)C(=O)C5=C(C4=O)C(=CC=C5)OC)O)(C(=O)C)O)N)O.Cl. Drug 2: C1C(C(OC1N2C=NC3=C2NC=NCC3O)CO)O. Cell line: SK-MEL-5. Synergy scores: CSS=7.70, Synergy_ZIP=-1.36, Synergy_Bliss=2.25, Synergy_Loewe=-18.4, Synergy_HSA=-2.28. (3) Drug 1: CC1=C(C(=O)C2=C(C1=O)N3CC4C(C3(C2COC(=O)N)OC)N4)N. Drug 2: C1C(C(OC1N2C=NC(=NC2=O)N)CO)O. Cell line: EKVX. Synergy scores: CSS=-1.89, Synergy_ZIP=-0.517, Synergy_Bliss=-2.03, Synergy_Loewe=-4.87, Synergy_HSA=-4.37. (4) Drug 1: CC12CCC3C(C1CCC2O)C(CC4=C3C=CC(=C4)O)CCCCCCCCCS(=O)CCCC(C(F)(F)F)(F)F. Drug 2: CC1C(C(CC(O1)OC2CC(CC3=C2C(=C4C(=C3O)C(=O)C5=CC=CC=C5C4=O)O)(C(=O)C)O)N)O. Cell line: NCIH23. Synergy scores: CSS=38.4, Synergy_ZIP=2.87, Synergy_Bliss=4.18, Synergy_Loewe=-10.0, Synergy_HSA=2.63.